Dataset: Reaction yield outcomes from USPTO patents with 853,638 reactions. Task: Predict the reaction yield, written as a fraction of the theoretical maximum amount of product (1.0 means a 100% yield; for example, 0.34 means a 34% yield). (1) The reactants are [OH:1][CH2:2][CH2:3][C:4]1[CH:9]=[CH:8][C:7]([O:10][C:11](=[O:20])[N:12]([CH3:19])[C:13]2[CH:18]=[CH:17][CH:16]=[CH:15][CH:14]=2)=[CH:6][CH:5]=1.O[C:22]1[N:27]=[CH:26][CH:25]=[CH:24][N:23]=1. No catalyst specified. The product is [N:23]1[CH:24]=[CH:25][CH:26]=[N:27][C:22]=1[O:1][CH2:2][CH2:3][C:4]1[CH:5]=[CH:6][C:7]([O:10][C:11](=[O:20])[N:12]([CH3:19])[C:13]2[CH:14]=[CH:15][CH:16]=[CH:17][CH:18]=2)=[CH:8][CH:9]=1. The yield is 0.240. (2) The reactants are [Br:1][C:2]1[CH:3]=[C:4]([CH3:27])[C:5]([O:8][C:9]2[CH:14]=[C:13]([O:15][CH2:16][CH2:17][O:18][CH3:19])[CH:12]=[CH:11][C:10]=2/[CH:20]=[CH:21]/[C:22]([O:24]CC)=[O:23])=[N:6][CH:7]=1.[OH-].[Na+]. The catalyst is O1CCCC1.C(O)C. The product is [Br:1][C:2]1[CH:3]=[C:4]([CH3:27])[C:5]([O:8][C:9]2[CH:14]=[C:13]([O:15][CH2:16][CH2:17][O:18][CH3:19])[CH:12]=[CH:11][C:10]=2/[CH:20]=[CH:21]/[C:22]([OH:24])=[O:23])=[N:6][CH:7]=1. The yield is 0.950. (3) The reactants are [C:1]1([C:7](=O)[CH2:8][C:9]2[CH:14]=[CH:13][CH:12]=[CH:11][CH:10]=2)[CH:6]=[CH:5][CH:4]=[CH:3][CH:2]=1.[CH:16]([C:18]1[CH:26]=[CH:25][C:21]([C:22]([OH:24])=[O:23])=[CH:20][CH:19]=1)=O.[NH2:27][C:28]([NH2:30])=[O:29].Cl. The catalyst is CCO. The product is [O:29]=[C:28]1[NH:30][CH:16]([C:18]2[CH:26]=[CH:25][C:21]([C:22]([OH:24])=[O:23])=[CH:20][CH:19]=2)[C:8]([C:9]2[CH:14]=[CH:13][CH:12]=[CH:11][CH:10]=2)=[C:7]([C:1]2[CH:6]=[CH:5][CH:4]=[CH:3][CH:2]=2)[NH:27]1. The yield is 0.0200. (4) The reactants are [NH2:1][C:2]1[CH:10]=[C:9]([O:11][CH3:12])[CH:8]=[C:7]([O:13][CH3:14])[C:3]=1[C:4]([NH2:6])=[O:5].[N:15]1[CH:20]=[CH:19][C:18]([CH:21]=O)=[CH:17][CH:16]=1.COC1C=C(OC)C=C2C=1C(=O)NC(C1C=CC=CN=1)=N2. No catalyst specified. The product is [CH3:14][O:13][C:7]1[CH:8]=[C:9]([O:11][CH3:12])[CH:10]=[C:2]2[C:3]=1[C:4](=[O:5])[NH:6][C:21]([C:18]1[CH:19]=[CH:20][N:15]=[CH:16][CH:17]=1)=[N:1]2. The yield is 0.630.